Dataset: NCI-60 drug combinations with 297,098 pairs across 59 cell lines. Task: Regression. Given two drug SMILES strings and cell line genomic features, predict the synergy score measuring deviation from expected non-interaction effect. (1) Synergy scores: CSS=29.1, Synergy_ZIP=-2.73, Synergy_Bliss=0.886, Synergy_Loewe=0.599, Synergy_HSA=2.54. Cell line: SF-268. Drug 1: CC1OCC2C(O1)C(C(C(O2)OC3C4COC(=O)C4C(C5=CC6=C(C=C35)OCO6)C7=CC(=C(C(=C7)OC)O)OC)O)O. Drug 2: C1CCC(C(C1)N)N.C(=O)(C(=O)[O-])[O-].[Pt+4]. (2) Drug 1: C1=CC(=CC=C1CC(C(=O)O)N)N(CCCl)CCCl.Cl. Drug 2: CN(CCCl)CCCl.Cl. Cell line: NCI-H460. Synergy scores: CSS=36.7, Synergy_ZIP=-0.331, Synergy_Bliss=1.19, Synergy_Loewe=-6.33, Synergy_HSA=-0.481. (3) Synergy scores: CSS=11.9, Synergy_ZIP=-4.49, Synergy_Bliss=-2.67, Synergy_Loewe=-3.69, Synergy_HSA=-3.57. Drug 2: C1CN1C2=NC(=NC(=N2)N3CC3)N4CC4. Drug 1: C1=NC2=C(N=C(N=C2N1C3C(C(C(O3)CO)O)F)Cl)N. Cell line: OVCAR-4. (4) Drug 1: C1=NC2=C(N1)C(=S)N=C(N2)N. Drug 2: C1=CN(C=N1)CC(O)(P(=O)(O)O)P(=O)(O)O. Cell line: OVCAR-5. Synergy scores: CSS=43.8, Synergy_ZIP=-0.0572, Synergy_Bliss=-1.45, Synergy_Loewe=-12.6, Synergy_HSA=-0.328. (5) Drug 1: CCN(CC)CCCC(C)NC1=C2C=C(C=CC2=NC3=C1C=CC(=C3)Cl)OC. Drug 2: C1CN(P(=O)(OC1)NCCCl)CCCl. Cell line: UACC-257. Synergy scores: CSS=-1.18, Synergy_ZIP=-1.37, Synergy_Bliss=0.510, Synergy_Loewe=-4.83, Synergy_HSA=-0.190. (6) Drug 1: C1C(C(OC1N2C=NC3=C(N=C(N=C32)Cl)N)CO)O. Drug 2: CC1C(C(CC(O1)OC2CC(OC(C2O)C)OC3=CC4=CC5=C(C(=O)C(C(C5)C(C(=O)C(C(C)O)O)OC)OC6CC(C(C(O6)C)O)OC7CC(C(C(O7)C)O)OC8CC(C(C(O8)C)O)(C)O)C(=C4C(=C3C)O)O)O)O. Cell line: HS 578T. Synergy scores: CSS=29.6, Synergy_ZIP=-0.218, Synergy_Bliss=0.530, Synergy_Loewe=-24.3, Synergy_HSA=-0.857. (7) Drug 1: CC1CCC2CC(C(=CC=CC=CC(CC(C(=O)C(C(C(=CC(C(=O)CC(OC(=O)C3CCCCN3C(=O)C(=O)C1(O2)O)C(C)CC4CCC(C(C4)OC)OCCO)C)C)O)OC)C)C)C)OC. Drug 2: C1CNP(=O)(OC1)N(CCCl)CCCl. Cell line: A498. Synergy scores: CSS=5.30, Synergy_ZIP=-1.39, Synergy_Bliss=1.40, Synergy_Loewe=-4.45, Synergy_HSA=1.13.